This data is from Reaction yield outcomes from USPTO patents with 853,638 reactions. The task is: Predict the reaction yield, written as a fraction of the theoretical maximum amount of product (1.0 means a 100% yield; for example, 0.34 means a 34% yield). The reactants are Br[C:2]1[CH:3]=[CH:4][C:5]2[O:9][C:8]([C:10]3[CH:15]=[CH:14][C:13]([CH3:16])=[CH:12][CH:11]=3)=[N:7][C:6]=2[CH:17]=1.[CH3:18][O:19][C:20]1[CH:25]=[CH:24][C:23](B(O)O)=[CH:22][CH:21]=1.C(=O)([O-])[O-].[K+].[K+]. The catalyst is O1CCOCC1.O.C1C=CC([P]([Pd]([P](C2C=CC=CC=2)(C2C=CC=CC=2)C2C=CC=CC=2)([P](C2C=CC=CC=2)(C2C=CC=CC=2)C2C=CC=CC=2)[P](C2C=CC=CC=2)(C2C=CC=CC=2)C2C=CC=CC=2)(C2C=CC=CC=2)C2C=CC=CC=2)=CC=1. The product is [CH3:18][O:19][C:20]1[CH:25]=[CH:24][C:23]([C:2]2[CH:3]=[CH:4][C:5]3[O:9][C:8]([C:10]4[CH:15]=[CH:14][C:13]([CH3:16])=[CH:12][CH:11]=4)=[N:7][C:6]=3[CH:17]=2)=[CH:22][CH:21]=1. The yield is 0.380.